From a dataset of Full USPTO retrosynthesis dataset with 1.9M reactions from patents (1976-2016). Predict the reactants needed to synthesize the given product. Given the product [Cl:22][C:23]1[C:24]([O:1][C@@H:2]2[CH2:3][CH2:4][C@@H:5]([CH3:21])[N:6]([C:8]([C:10]3[CH:15]=[CH:14][CH:13]=[CH:12][C:11]=3[N:16]3[N:20]=[CH:19][CH:18]=[N:17]3)=[O:9])[CH2:7]2)=[N:25][CH:26]=[CH:27][C:28]=1[C:29]#[N:30], predict the reactants needed to synthesize it. The reactants are: [OH:1][C@H:2]1[CH2:7][N:6]([C:8]([C:10]2[CH:15]=[CH:14][CH:13]=[CH:12][C:11]=2[N:16]2[N:20]=[CH:19][CH:18]=[N:17]2)=[O:9])[C@H:5]([CH3:21])[CH2:4][CH2:3]1.[Cl:22][C:23]1[C:24](F)=[N:25][CH:26]=[CH:27][C:28]=1[C:29]#[N:30].[H-].[Na+].